Dataset: Full USPTO retrosynthesis dataset with 1.9M reactions from patents (1976-2016). Task: Predict the reactants needed to synthesize the given product. (1) Given the product [CH2:7]=[C:6]1[CH2:10][CH2:11][N:12]([C:15]([O:17][CH2:18][C:19]2[CH:24]=[CH:23][CH:22]=[CH:21][CH:20]=2)=[O:16])[CH2:4][CH2:5]1, predict the reactants needed to synthesize it. The reactants are: N#N.[Li][CH2:4][CH2:5][CH2:6][CH3:7].O=C1CC[N:12]([C:15]([O:17][CH2:18][C:19]2[CH:24]=[CH:23][CH:22]=[CH:21][CH:20]=2)=[O:16])[CH2:11][CH2:10]1. (2) Given the product [CH3:49][O:50][C:51](=[O:59])[C:52]1[CH:57]=[CH:56][C:55]([NH:58][C:20](=[O:21])[CH2:19][CH2:18][CH:9]2[C:10]3[C:15](=[CH:14][CH:13]=[CH:12][CH:11]=3)[C:16](=[O:17])[N:8]2[CH2:1][C:2]2[CH:3]=[CH:4][CH:5]=[CH:6][CH:7]=2)=[N:54][CH:53]=1, predict the reactants needed to synthesize it. The reactants are: [CH2:1]([N:8]1[C:16](=[O:17])[C:15]2[C:10](=[CH:11][CH:12]=[CH:13][CH:14]=2)[CH:9]1[CH2:18][CH2:19][C:20](NC1SC=CN=1)=[O:21])[C:2]1[CH:7]=[CH:6][CH:5]=[CH:4][CH:3]=1.C1C=CC2N(O)N=NC=2C=1.CCN=C=NCCCN(C)C.[CH3:49][O:50][C:51](=[O:59])[C:52]1[CH:57]=[CH:56][C:55]([NH2:58])=[N:54][CH:53]=1.C([O-])(O)=O.[Na+]. (3) Given the product [CH:1]1([N:6]2[CH2:12][CH:11]([CH3:13])[C:10](=[O:14])[N:9]([CH3:15])[C:8]3[CH:16]=[N:17][C:18]([NH:20][C:21]4[CH:29]=[CH:28][C:24]([C:25]([NH:65][CH:66]5[CH2:71][CH2:70][N:69]([CH2:72][C:73]6[CH:78]=[CH:77][CH:76]=[CH:75][CH:74]=6)[CH2:68][CH2:67]5)=[O:26])=[CH:23][C:22]=4[O:30][CH3:31])=[N:19][C:7]2=3)[CH2:5][CH2:4][CH2:3][CH2:2]1, predict the reactants needed to synthesize it. The reactants are: [CH:1]1([N:6]2[CH2:12][CH:11]([CH3:13])[C:10](=[O:14])[N:9]([CH3:15])[C:8]3[CH:16]=[N:17][C:18]([NH:20][C:21]4[CH:29]=[CH:28][C:24]([C:25](O)=[O:26])=[CH:23][C:22]=4[O:30][CH3:31])=[N:19][C:7]2=3)[CH2:5][CH2:4][CH2:3][CH2:2]1.F[P-](F)(F)(F)(F)F.CN(C(N(C)C)=[N+]1C2C(=NC=CC=2)[N+]([O-])=N1)C.C(N(C(C)C)C(C)C)C.[NH2:65][CH:66]1[CH2:71][CH2:70][N:69]([CH2:72][C:73]2[CH:78]=[CH:77][CH:76]=[CH:75][CH:74]=2)[CH2:68][CH2:67]1.